This data is from Catalyst prediction with 721,799 reactions and 888 catalyst types from USPTO. The task is: Predict which catalyst facilitates the given reaction. (1) Reactant: [C:1](O)(=O)[CH2:2][CH2:3][C:4]([OH:6])=[O:5].C([O-])(=O)C(C)=O.[Na+].C([O-])(=O)C.[NH4+].S([O-])([O-])=O.[Na+].[Na+].CC1C(O)=C(C=O)C(COP(O)(O)=O)=C[N:29]=1.[OH-].[K+].[F:45][C:46]1[CH:47]=[C:48]2[C:52](=[CH:53][CH:54]=1)[NH:51][CH:50]=C2. Product: [F:45][C:46]1[CH:47]=[C:48]2[C:52]([NH:51][CH:50]=[C:1]2[CH2:2][C@@H:3]([C:4]([OH:6])=[O:5])[NH2:29])=[CH:53][CH:54]=1. The catalyst class is: 5. (2) Reactant: C(Cl)(=O)OC.C(N(CC)CC)C.[CH2:13]([C:15]1[C:20]([O:21]C(OC)=O)=[CH:19][C:18]([O:26]C(OC)=O)=[C:17]([C:31]2[CH:36]=[CH:35][CH:34]=[C:33]([CH3:37])[CH:32]=2)[C:16]=1[CH2:38][CH2:39][O:40][CH3:41])[CH3:14].[BH4-].[Na+].N. Product: [CH2:13]([C:15]1[C:20]([OH:21])=[CH:19][C:18]([OH:26])=[C:17]([C:31]2[CH:36]=[CH:35][CH:34]=[C:33]([CH3:37])[CH:32]=2)[C:16]=1[CH2:38][CH2:39][O:40][CH3:41])[CH3:14]. The catalyst class is: 364. (3) Reactant: [O:1]1[C:5]2[CH:6]=[C:7]([C:10]3([C:13]([NH:15][C:16]4[N:21]=[C:20]([C:22]5[CH:23]=[N:24][C:25]([O:28]C)=[CH:26][CH:27]=5)[CH:19]=[C:18]([CH3:30])[CH:17]=4)=[O:14])[CH2:12][CH2:11]3)[CH:8]=[CH:9][C:4]=2[CH2:3][CH2:2]1.[Si](I)(C)(C)C. Product: [O:1]1[C:5]2[CH:6]=[C:7]([C:10]3([C:13]([NH:15][C:16]4[CH:17]=[C:18]([CH3:30])[CH:19]=[C:20]([C:22]5[CH:27]=[CH:26][C:25](=[O:28])[NH:24][CH:23]=5)[N:21]=4)=[O:14])[CH2:12][CH2:11]3)[CH:8]=[CH:9][C:4]=2[CH2:3][CH2:2]1. The catalyst class is: 382. (4) Reactant: [H-].[Na+].CN(C=O)C.[CH:8]([O:11][C:12]1[NH:16][N:15]=[C:14]([NH2:17])[CH:13]=1)([CH3:10])[CH3:9].[CH3:18][Si:19]([CH3:26])([CH3:25])[CH2:20][CH2:21][O:22][CH2:23]Cl. Product: [CH:8]([O:11][C:12]1[N:16]([CH2:23][O:22][CH2:21][CH2:20][Si:19]([CH3:26])([CH3:25])[CH3:18])[N:15]=[C:14]([NH2:17])[CH:13]=1)([CH3:10])[CH3:9]. The catalyst class is: 13. (5) Reactant: [C:1]([N:8]1[CH2:13][CH2:12][CH:11]([N:14]2[C:18]3[N:19]=[C:20](Cl)[N:21]=[C:22]([N:23]4[CH2:28][CH2:27][O:26][CH2:25][CH2:24]4)[C:17]=3[N:16]=[N:15]2)[CH2:10][CH2:9]1)([O:3][C:4]([CH3:7])([CH3:6])[CH3:5])=[O:2].C([O-])([O-])=O.[Na+].[Na+].[OH:36][C:37]1[CH:38]=[C:39](B(O)O)[CH:40]=[CH:41][CH:42]=1. Product: [OH:36][C:37]1[CH:42]=[C:41]([C:20]2[N:21]=[C:22]([N:23]3[CH2:28][CH2:27][O:26][CH2:25][CH2:24]3)[C:17]3[N:16]=[N:15][N:14]([CH:11]4[CH2:12][CH2:13][N:8]([C:1]([O:3][C:4]([CH3:7])([CH3:6])[CH3:5])=[O:2])[CH2:9][CH2:10]4)[C:18]=3[N:19]=2)[CH:40]=[CH:39][CH:38]=1. The catalyst class is: 276. (6) The catalyst class is: 5. Product: [C:20]([NH:1][C@H:2]1[C@H:7]2[CH2:8][C@H:4]([C@@H:5]([C:16]([O:18][CH3:19])=[O:17])[N:6]2[C:9]([O:11][C:12]([CH3:13])([CH3:14])[CH3:15])=[O:10])[CH2:3]1)(=[O:22])[CH3:21]. Reactant: [NH2:1][C@H:2]1[C@H:7]2[CH2:8][C@H:4]([C@@H:5]([C:16]([O:18][CH3:19])=[O:17])[N:6]2[C:9]([O:11][C:12]([CH3:15])([CH3:14])[CH3:13])=[O:10])[CH2:3]1.[C:20](OC(=O)C)(=[O:22])[CH3:21]. (7) Reactant: [CH3:1][C:2]([NH2:6])([C:4]#[CH:5])[CH3:3].[CH:7]([CH:9]=O)=O.C(O)(=O)C.[Cl-].[NH4+:16].[CH2:17]=O. Product: [CH3:1][C:2]([N:6]1[CH:9]=[CH:7][N:16]=[CH:17]1)([C:4]#[CH:5])[CH3:3]. The catalyst class is: 6. (8) Reactant: [CH3:1][O:2][C:3](=[O:17])[CH2:4][CH2:5][S:6][CH2:7][C:8]1[CH:9]=[C:10]([CH:14]=[CH:15][CH:16]=1)[C:11](O)=[O:12].C(Cl)(=O)C([Cl:21])=O. Product: [Cl:21][C:11]([C:10]1[CH:9]=[C:8]([CH:16]=[CH:15][CH:14]=1)[CH2:7][S:6][CH2:5][CH2:4][C:3]([O:2][CH3:1])=[O:17])=[O:12]. The catalyst class is: 120. (9) Reactant: [CH2:1](O)[CH2:2][C:3]#[C:4][CH2:5][CH2:6][CH2:7][CH2:8][CH2:9][CH3:10].C1(P(C2C=CC=CC=2)C2C=CC=CC=2)C=CC=CC=1.C1C(=O)N([Br:38])C(=O)C1. Product: [Br:38][CH2:1][CH2:2][C:3]#[C:4][CH2:5][CH2:6][CH2:7][CH2:8][CH2:9][CH3:10]. The catalyst class is: 3. (10) Reactant: [Cl:1][C:2]1[CH:3]=[C:4]2[C:8](=[CH:9][C:10]=1[Cl:11])[NH:7][C:6]([C:12]1[CH:20]=[CH:19][CH:18]=[CH:17][C:13]=1[C:14]([OH:16])=O)=[CH:5]2.CCN=C=[N:25][CH2:26][CH2:27][CH2:28][N:29]([CH3:31])[CH3:30].C1C=NC2N(O)N=NC=2C=1.CN(CCCN)C. Product: [Cl:1][C:2]1[CH:3]=[C:4]2[C:8](=[CH:9][C:10]=1[Cl:11])[NH:7][C:6]([C:12]1[CH:20]=[CH:19][CH:18]=[CH:17][C:13]=1[C:14]([NH:25][CH2:26][CH2:27][CH2:28][N:29]([CH3:31])[CH3:30])=[O:16])=[CH:5]2. The catalyst class is: 3.